The task is: Predict the product of the given reaction.. This data is from Forward reaction prediction with 1.9M reactions from USPTO patents (1976-2016). (1) The product is: [CH3:9][C@@H:8]1[CH2:7][CH2:6][CH2:5][N:4]([C:10](=[O:11])[C:12]2[C:17]([N:18]3[N:22]=[CH:21][CH:20]=[N:19]3)=[CH:16][CH:15]=[C:14]([CH3:23])[N:13]=2)[C@@H:3]1[CH2:2][NH:1][C:25]1[N:30]=[CH:29][C:28]([C:31]#[N:32])=[CH:27][N:26]=1. Given the reactants [NH2:1][CH2:2][C@@H:3]1[C@H:8]([CH3:9])[CH2:7][CH2:6][CH2:5][N:4]1[C:10]([C:12]1[C:17]([N:18]2[N:22]=[CH:21][CH:20]=[N:19]2)=[CH:16][CH:15]=[C:14]([CH3:23])[N:13]=1)=[O:11].Cl[C:25]1[N:30]=[CH:29][C:28]([C:31]#[N:32])=[CH:27][N:26]=1, predict the reaction product. (2) Given the reactants Cl[CH:2]([O:4][C:5](=[O:31])[N:6]([C:15]1[CH:20]=[CH:19][C:18]([C:21](=[O:29])[C:22]2[CH:27]=[CH:26][CH:25]=[CH:24][C:23]=2[CH3:28])=[C:17]([Cl:30])[CH:16]=1)[C:7]1[CH:12]=[CH:11][C:10]([F:13])=[CH:9][C:8]=1[CH3:14])[CH3:3].[C:32]([O-:41])(=[O:40])[CH2:33][CH2:34][CH2:35][CH2:36][CH2:37][CH2:38][CH3:39].C([N+](CCCC)(CCCC)CCCC)CCC, predict the reaction product. The product is: [Cl:30][C:17]1[CH:16]=[C:15]([N:6]([C:7]2[CH:12]=[CH:11][C:10]([F:13])=[CH:9][C:8]=2[CH3:14])[C:5]([O:4][CH:2]([O:40][C:32](=[O:41])[CH2:33][CH2:34][CH2:35][CH2:36][CH2:37][CH2:38][CH3:39])[CH3:3])=[O:31])[CH:20]=[CH:19][C:18]=1[C:21](=[O:29])[C:22]1[CH:27]=[CH:26][CH:25]=[CH:24][C:23]=1[CH3:28]. (3) Given the reactants [OH:1][C:2]1[CH:3]=[C:4]([C:8](=[O:10])[CH3:9])[CH:5]=[CH:6][CH:7]=1.N1C=CC=CC=1.[CH3:17][C:18]1[CH:26]=[CH:25][CH:24]=[C:23]([CH3:27])[C:19]=1[C:20](Cl)=[O:21], predict the reaction product. The product is: [CH3:17][C:18]1[CH:26]=[CH:25][CH:24]=[C:23]([CH3:27])[C:19]=1[C:20]([O:1][C:2]1[CH:7]=[CH:6][CH:5]=[C:4]([C:8](=[O:10])[CH3:9])[CH:3]=1)=[O:21]. (4) Given the reactants C([O:8][CH2:9][C@H:10]1[CH2:14][CH2:13][S:12](=[O:16])(=[O:15])[NH:11]1)C1C=CC=CC=1.[CH3:17][C:18]1[CH:23]=[C:22]([CH3:24])[CH:21]=[CH:20][C:19]=1[N:25]1[CH2:30][CH2:29][N:28]([C:31]([C:33]2[CH:38]=[CH:37][C:36](I)=[CH:35][CH:34]=2)=[O:32])[CH2:27][CH2:26]1, predict the reaction product. The product is: [CH3:17][C:18]1[CH:23]=[C:22]([CH3:24])[CH:21]=[CH:20][C:19]=1[N:25]1[CH2:26][CH2:27][N:28]([C:31]([C:33]2[CH:38]=[CH:37][C:36]([N:11]3[C@@H:10]([CH2:9][OH:8])[CH2:14][CH2:13][S:12]3(=[O:15])=[O:16])=[CH:35][CH:34]=2)=[O:32])[CH2:29][CH2:30]1. (5) The product is: [C:1]([O:5][C:6]([NH:8][CH2:9][CH:10]([O:16][S:27]([CH3:26])(=[O:29])=[O:28])[C:11]([O:13][CH2:14][CH3:15])=[O:12])=[O:7])([CH3:4])([CH3:3])[CH3:2]. Given the reactants [C:1]([O:5][C:6]([NH:8][CH2:9][CH:10]([OH:16])[C:11]([O:13][CH2:14][CH3:15])=[O:12])=[O:7])([CH3:4])([CH3:3])[CH3:2].C(N(C(C)C)CC)(C)C.[CH3:26][S:27](O[S:27]([CH3:26])(=[O:29])=[O:28])(=[O:29])=[O:28], predict the reaction product. (6) Given the reactants Br[C:2]1[CH:7]=[CH:6][C:5]([Cl:8])=[C:4]([O:9][CH2:10][CH2:11][CH2:12][O:13][CH3:14])[CH:3]=1.C(O[Na])(C)(C)C.[CH3:21][C:22]1([C:25](=[O:27])[CH3:26])[CH2:24][CH2:23]1, predict the reaction product. The product is: [Cl:8][C:5]1[CH:6]=[CH:7][C:2]([CH2:26][C:25]([C:22]2([CH3:21])[CH2:24][CH2:23]2)=[O:27])=[CH:3][C:4]=1[O:9][CH2:10][CH2:11][CH2:12][O:13][CH3:14]. (7) Given the reactants [N:1]1[N:5]2[CH2:6][CH2:7][CH2:8][NH:9][C:4]2=[C:3]([CH:10]=[CH:11][C:12]([O:14][CH2:15][CH3:16])=[O:13])[CH:2]=1, predict the reaction product. The product is: [N:1]1[N:5]2[CH2:6][CH2:7][CH2:8][NH:9][C:4]2=[C:3]([CH2:10][CH2:11][C:12]([O:14][CH2:15][CH3:16])=[O:13])[CH:2]=1. (8) Given the reactants [C:1]([C:4]1[CH:18]=[CH:17][C:7]([O:8][CH2:9][C:10]([O:12]C(C)(C)C)=[O:11])=[C:6]([O:19][CH3:20])[CH:5]=1)(=[O:3])[CH3:2].[N+:21]([O-])([OH:23])=[O:22], predict the reaction product. The product is: [C:1]([C:4]1[C:18]([N+:21]([O-:23])=[O:22])=[CH:17][C:7]([O:8][CH2:9][C:10]([OH:12])=[O:11])=[C:6]([O:19][CH3:20])[CH:5]=1)(=[O:3])[CH3:2].